This data is from Cav3 T-type calcium channel HTS with 100,875 compounds. The task is: Binary Classification. Given a drug SMILES string, predict its activity (active/inactive) in a high-throughput screening assay against a specified biological target. (1) The molecule is O1C(CCC1)Cn1cc(cc(c1=O)C#N)C(=O)c1cc(ccc1O)C. The result is 0 (inactive). (2) The drug is O=c1[nH]c(Nc2ncccc2)cc2c1cccc2. The result is 0 (inactive). (3) The compound is O(C(=O)c1c2n([nH]c1)c1c(c(=O)n2)cccc1)CC. The result is 0 (inactive). (4) The compound is S(c1ncccc1c1[nH]c2c(n1)cc(c(c2)C)C)CC(=O)NCc1occc1. The result is 0 (inactive). (5) The drug is FC(F)(F)c1ccc(NC(=O)CCCCC(NCCc2[nH]cnc2)C)cc1. The result is 0 (inactive). (6) The compound is s1c(Nc2ccc(N(C)C)cc2)nc(c2cccnc2)c1. The result is 0 (inactive).